This data is from Catalyst prediction with 721,799 reactions and 888 catalyst types from USPTO. The task is: Predict which catalyst facilitates the given reaction. Reactant: [CH3:1][O:2][C:3]1[C:4]([CH2:18][CH2:19][CH:20]([CH3:22])[CH3:21])([C:13]([N:15]([CH3:17])[CH3:16])=[O:14])[C:5]2[C:10]([CH2:11][CH:12]=1)=[CH:9][CH:8]=[CH:7][CH:6]=2.[Cr](O[Cr]([O-])(=O)=O)([O-])(=O)=[O:24].[NH+]1C=CC=CC=1.[NH+]1C=CC=CC=1.C(OO)(C)(C)C. Product: [CH3:1][O:2][C:3]1[C:4]([CH2:18][CH2:19][CH:20]([CH3:22])[CH3:21])([C:13]([N:15]([CH3:16])[CH3:17])=[O:14])[C:5]2[C:10]([C:11](=[O:24])[CH:12]=1)=[CH:9][CH:8]=[CH:7][CH:6]=2. The catalyst class is: 48.